Dataset: Catalyst prediction with 721,799 reactions and 888 catalyst types from USPTO. Task: Predict which catalyst facilitates the given reaction. (1) Reactant: Cl[C:2]1[N:7]=[C:6]([CH3:8])[C:5]([CH:9]([CH2:14][CH2:15][CH3:16])[C:10]([O:12][CH3:13])=[O:11])=[C:4]([C:17]2[CH:22]=[CH:21][C:20]([CH3:23])=[CH:19][CH:18]=2)[N:3]=1.[F:24][C:25]1[CH:30]=[CH:29][CH:28]=[C:27]([F:31])[C:26]=1B(O)O.C(N(CC)C(C)C)(C)C. Product: [F:24][C:25]1[CH:30]=[CH:29][CH:28]=[C:27]([F:31])[C:26]=1[C:2]1[N:7]=[C:6]([CH3:8])[C:5]([CH:9]([CH2:14][CH2:15][CH3:16])[C:10]([O:12][CH3:13])=[O:11])=[C:4]([C:17]2[CH:22]=[CH:21][C:20]([CH3:23])=[CH:19][CH:18]=2)[N:3]=1. The catalyst class is: 108. (2) Reactant: [C:1]([O:5][C:6]([NH:8][C@@H:9]([CH2:13][C:14]1[CH:19]=[CH:18][CH:17]=[C:16]([C:20]([F:23])([F:22])[F:21])[CH:15]=1)[C:10](O)=[O:11])=[O:7])([CH3:4])([CH3:3])[CH3:2].C(Cl)CCl.C1C=CC2N(O)N=NC=2C=1.[Cl:38][C:39]1[CH:44]=[N:43][CH:42]=[C:41]2[S:45][C:46]([C:48]3[S:52][C:51]([NH2:53])=[N:50][N:49]=3)=[CH:47][C:40]=12.CCN(C(C)C)C(C)C. Product: [Cl:38][C:39]1[CH:44]=[N:43][CH:42]=[C:41]2[S:45][C:46]([C:48]3[S:52][C:51]([NH:53][C:10](=[O:11])[C@@H:9]([NH:8][C:6](=[O:7])[O:5][C:1]([CH3:3])([CH3:4])[CH3:2])[CH2:13][C:14]4[CH:19]=[CH:18][CH:17]=[C:16]([C:20]([F:21])([F:22])[F:23])[CH:15]=4)=[N:50][N:49]=3)=[CH:47][C:40]=12. The catalyst class is: 3. (3) Reactant: [CH2:1]([O:3][C:4]([C:6]1[NH:7][CH:8]=[CH:9][CH:10]=1)=[O:5])[CH3:2].[Cl-].[Al+3].[Cl-].[Cl-].[CH:15]1([CH2:20][CH2:21][C:22](Cl)=[O:23])[CH2:19][CH2:18][CH2:17][CH2:16]1. Product: [CH2:1]([O:3][C:4]([C:6]1[NH:7][CH:8]=[C:9]([C:22](=[O:23])[CH2:21][CH2:20][CH:15]2[CH2:19][CH2:18][CH2:17][CH2:16]2)[CH:10]=1)=[O:5])[CH3:2]. The catalyst class is: 68. (4) Reactant: [Br:1][C:2]1[CH:3]=[C:4](/[CH:13]=[CH:14]/[C:15](OC)=[O:16])[CH:5]=[C:6]([C:8]2([C:11]#[N:12])[CH2:10][CH2:9]2)[CH:7]=1.[BH4-].[Li+].Cl.C([O-])(O)=O.[Na+]. Product: [Br:1][C:2]1[CH:7]=[C:6]([C:8]2([C:11]#[N:12])[CH2:10][CH2:9]2)[CH:5]=[C:4]([CH2:13][CH2:14][CH2:15][OH:16])[CH:3]=1. The catalyst class is: 1. (5) Reactant: [CH2:1]([O:3][C:4]([N:6]=[C:7]=[S:8])=[O:5])[CH3:2].[NH2:9][C:10]1[CH:15]=[CH:14][C:13]([Cl:16])=[CH:12][N:11]=1. Product: [Cl:16][C:13]1[CH:14]=[CH:15][C:10]([NH:9][C:7]([NH:6][C:4](=[O:5])[O:3][CH2:1][CH3:2])=[S:8])=[N:11][CH:12]=1. The catalyst class is: 12. (6) Reactant: [C:1]([C:3]1[CH:8]=[CH:7][C:6]([C:9]2([F:32])[CH2:14][CH2:13][N:12]([C:15]([C:17]3[C:18]([CH2:30][CH3:31])=[CH:19][C:20]([CH:27]4[CH2:29][CH2:28]4)=[C:21]([CH:26]=3)[C:22](OC)=[O:23])=[O:16])[CH2:11][CH2:10]2)=[CH:5][CH:4]=1)#[N:2].O.[NH2:34][NH2:35]. Product: [C:1]([C:3]1[CH:8]=[CH:7][C:6]([C:9]2([F:32])[CH2:10][CH2:11][N:12]([C:15]([C:17]3[C:18]([CH2:30][CH3:31])=[CH:19][C:20]([CH:27]4[CH2:28][CH2:29]4)=[C:21]([CH:26]=3)[C:22]([NH:34][NH2:35])=[O:23])=[O:16])[CH2:13][CH2:14]2)=[CH:5][CH:4]=1)#[N:2]. The catalyst class is: 8.